Dataset: Full USPTO retrosynthesis dataset with 1.9M reactions from patents (1976-2016). Task: Predict the reactants needed to synthesize the given product. (1) Given the product [F:1][C:2]1[CH:3]=[C:4]([CH2:26][N:27]2[CH2:30][CH:29]([F:38])[CH2:28]2)[CH:5]=[CH:6][C:7]=1[C:8]1[S:9][C:10]2[C:15]([N:16]=1)=[CH:14][CH:13]=[C:12]([C:17]1([C:20]3[CH:25]=[CH:24][CH:23]=[CH:22][CH:21]=3)[CH2:19][CH2:18]1)[N:11]=2, predict the reactants needed to synthesize it. The reactants are: [F:1][C:2]1[CH:3]=[C:4]([CH2:26][N:27]2[CH2:30][CH:29](O)[CH2:28]2)[CH:5]=[CH:6][C:7]=1[C:8]1[S:9][C:10]2[C:15]([N:16]=1)=[CH:14][CH:13]=[C:12]([C:17]1([C:20]3[CH:25]=[CH:24][CH:23]=[CH:22][CH:21]=3)[CH2:19][CH2:18]1)[N:11]=2.C(N(S(F)(F)[F:38])CC)C. (2) Given the product [CH3:37][S:36][C:32]1[N:33]=[C:34]([C:9]2[CH:14]=[CH:13][N:12]=[C:11]3[N:15]([S:18]([C:21]4[CH:22]=[CH:23][C:24]([CH3:25])=[CH:26][CH:27]=4)(=[O:19])=[O:20])[CH:16]=[CH:17][C:10]=23)[CH:35]=[CH:30][N:31]=1, predict the reactants needed to synthesize it. The reactants are: CC1(C)C(C)(C)OB([C:9]2[CH:14]=[CH:13][N:12]=[C:11]3[N:15]([S:18]([C:21]4[CH:27]=[CH:26][C:24]([CH3:25])=[CH:23][CH:22]=4)(=[O:20])=[O:19])[CH:16]=[CH:17][C:10]=23)O1.Cl[C:30]1[CH:35]=[CH:34][N:33]=[C:32]([S:36][CH3:37])[N:31]=1.C(=O)([O-])[O-].[Cs+].[Cs+]. (3) Given the product [CH2:1]([O:3][C:4]1([C:7]2[CH:12]=[CH:11][C:10]([C:13]#[C:14][C:15]3[CH:16]=[CH:17][C:18]([CH2:21][C:22]([OH:24])=[O:23])=[CH:19][CH:20]=3)=[CH:9][C:8]=2[CH:26]([CH3:27])[CH3:28])[CH2:6][CH2:5]1)[CH3:2], predict the reactants needed to synthesize it. The reactants are: [CH2:1]([O:3][C:4]1([C:7]2[CH:12]=[CH:11][C:10]([C:13]#[C:14][C:15]3[CH:20]=[CH:19][C:18]([CH2:21][C:22]([O:24]C)=[O:23])=[CH:17][CH:16]=3)=[CH:9][C:8]=2[CH:26]([CH3:28])[CH3:27])[CH2:6][CH2:5]1)[CH3:2].[OH-].[Na+].O.CC#N. (4) Given the product [OH:41][C:38]1[CH:39]=[CH:40][C:35]([CH2:34][C@H:30]([NH:29][C:27]([C:24]2[CH:25]=[CH:26][C:8]3[C:7]([CH:1]4[CH2:2][CH2:3][CH2:4][CH2:5][CH2:6]4)=[C:16]4[N:10]([CH2:11][CH2:12][O:13][C:14]5[CH:20]=[C:19]([O:21][CH3:22])[CH:18]=[CH:17][C:15]=54)[C:9]=3[CH:23]=2)=[O:28])[C:31](=[O:33])[N:44]([O:45][CH3:46])[CH3:43])=[CH:36][CH:37]=1, predict the reactants needed to synthesize it. The reactants are: [CH:1]1([C:7]2[C:8]3[CH:26]=[CH:25][C:24]([C:27]([NH:29][C@@H:30]([CH2:34][C:35]4[CH:40]=[CH:39][C:38]([OH:41])=[CH:37][CH:36]=4)[C:31]([OH:33])=O)=[O:28])=[CH:23][C:9]=3[N:10]3[C:16]=2[C:15]2[CH:17]=[CH:18][C:19]([O:21][CH3:22])=[CH:20][C:14]=2[O:13][CH2:12][CH2:11]3)[CH2:6][CH2:5][CH2:4][CH2:3][CH2:2]1.Cl.[CH3:43][NH:44][O:45][CH3:46].O.ON1C2C=CC=CC=2N=N1.Cl.C(N=C=NCCCN(C)C)C.C(N(CC)CC)C.C(=O)([O-])O.[Na+]. (5) Given the product [Br:19][C:20]1[CH:53]=[CH:52][C:23]([CH2:24][C:25]2[N:26]([C:38]3[CH:39]=[C:40]([NH2:44])[CH:41]=[CH:42][CH:43]=3)[CH:27]=[C:28]([C:30]3[CH:35]=[CH:34][C:33]([Cl:36])=[CH:32][C:31]=3[Cl:37])[N:29]=2)=[CH:22][CH:21]=1.[CH:61]1([CH2:66][CH:67]([C:69]2[CH:70]=[CH:71][C:72]([C:20]3[CH:21]=[CH:22][C:23]([CH2:24][C:25]4[N:26]([C:38]5[CH:39]=[C:40]([N:44]6[S:48](=[O:50])(=[O:49])[NH:47][C:46](=[O:51])[CH2:45]6)[CH:41]=[CH:42][CH:43]=5)[CH:27]=[C:28]([C:30]5[CH:35]=[CH:34][C:33]([Cl:36])=[CH:32][C:31]=5[Cl:37])[N:29]=4)=[CH:52][CH:53]=3)=[CH:73][CH:74]=2)[OH:68])[CH2:65][CH2:64][CH2:63][CH2:62]1, predict the reactants needed to synthesize it. The reactants are: CC(NC1C=C(N)C=CC=1)=O.NC1C=CC=CC=1.[Br:19][C:20]1[CH:53]=[CH:52][C:23]([CH2:24][C:25]2[N:26]([C:38]3[CH:39]=[C:40]([N:44]4[S:48](=[O:50])(=[O:49])[NH:47][C:46](=[O:51])[CH2:45]4)[CH:41]=[CH:42][CH:43]=3)[CH:27]=[C:28]([C:30]3[CH:35]=[CH:34][C:33]([Cl:36])=[CH:32][C:31]=3[Cl:37])[N:29]=2)=[CH:22][CH:21]=1.BrN1NC(=O)CS1.[CH:61]1([CH2:66][CH:67]([C:69]2[CH:74]=[CH:73][C:72](B3OC(C)(C)C(C)(C)O3)=[CH:71][CH:70]=2)[OH:68])[CH2:65][CH2:64][CH2:63][CH2:62]1. (6) Given the product [Br:12][C:8]1[CH:7]=[CH:6][C:5]2[NH:1][S:2](=[O:10])(=[O:11])[CH2:3][C:4]=2[CH:9]=1, predict the reactants needed to synthesize it. The reactants are: [NH:1]1[C:5]2[CH:6]=[CH:7][CH:8]=[CH:9][C:4]=2[CH2:3][S:2]1(=[O:11])=[O:10].[Br:12]Br.C([O-])(=O)C.[K+]. (7) Given the product [CH3:27][C:28]1[CH:29]=[C:30]([CH:33]=[CH:34][CH:35]=1)[CH2:31][N:13]1[C:14]2[C:19](=[CH:18][CH:17]=[CH:16][CH:15]=2)[C:20](=[O:21])[C:11]([C:9]([C:5]2[CH:4]=[N:3][CH:8]=[CH:7][CH:6]=2)=[O:10])=[CH:12]1, predict the reactants needed to synthesize it. The reactants are: [H-].[Na+].[N:3]1[CH:8]=[CH:7][CH:6]=[C:5]([C:9]([C:11]2[C:20](=[O:21])[C:19]3[C:14](=[CH:15][CH:16]=[CH:17][CH:18]=3)[NH:13][CH:12]=2)=[O:10])[CH:4]=1.CN(C)C=O.[CH3:27][C:28]1[CH:29]=[C:30]([CH:33]=[CH:34][CH:35]=1)[CH2:31]Br. (8) The reactants are: [N:1]1[CH:6]=[CH:5][CH:4]=[CH:3][C:2]=1[C:7]([OH:9])=O.Cl.[CH3:11][O:12][C:13](=[O:20])[CH2:14][CH2:15][CH2:16][CH2:17][CH2:18][NH2:19].O.OC1C2N=NNC=2C=CC=1.CN1CCOCC1.CCN=C=NCCCN(C)C.Cl. Given the product [CH3:11][O:12][C:13](=[O:20])[CH2:14][CH2:15][CH2:16][CH2:17][CH2:18][NH:19][C:7]([C:2]1[CH:3]=[CH:4][CH:5]=[CH:6][N:1]=1)=[O:9], predict the reactants needed to synthesize it. (9) The reactants are: Br[C:2]1[CH:7]=[CH:6][C:5]([N:8]2[CH:12]=[C:11]([CH3:13])[N:10]=[CH:9]2)=[C:4]([O:14][CH3:15])[CH:3]=1.[CH3:16][C:17]1[CH:29]=[CH:28][C:20]([CH2:21][N:22]2[CH:26]=[N:25][C:24]([NH2:27])=[N:23]2)=[CH:19][CH:18]=1. Given the product [CH3:15][O:14][C:4]1[CH:3]=[C:2]([NH:27][C:24]2[N:25]=[CH:26][N:22]([CH2:21][C:20]3[CH:28]=[CH:29][C:17]([CH3:16])=[CH:18][CH:19]=3)[N:23]=2)[CH:7]=[CH:6][C:5]=1[N:8]1[CH:12]=[C:11]([CH3:13])[N:10]=[CH:9]1, predict the reactants needed to synthesize it. (10) The reactants are: [C:1]([C:3]1[CH:4]=[C:5]([CH:27]=[CH:28][C:29]=1[CH3:30])[C:6]([NH:8][C:9]1[CH:14]=[CH:13][C:12]([CH2:15][N:16]2[CH2:21][CH2:20][N:19]([CH3:22])[CH2:18][CH2:17]2)=[C:11]([C:23]([F:26])([F:25])[F:24])[CH:10]=1)=[O:7])#[CH:2].[NH2:31][C:32]1[C:41]2[C:36](=[CH:37][C:38](Br)=[CH:39][CH:40]=2)[N:35]=[CH:34][N:33]=1. Given the product [NH2:31][C:32]1[C:41]2[C:36](=[CH:37][C:38]([C:2]#[C:1][C:3]3[CH:4]=[C:5]([CH:27]=[CH:28][C:29]=3[CH3:30])[C:6]([NH:8][C:9]3[CH:14]=[CH:13][C:12]([CH2:15][N:16]4[CH2:17][CH2:18][N:19]([CH3:22])[CH2:20][CH2:21]4)=[C:11]([C:23]([F:25])([F:24])[F:26])[CH:10]=3)=[O:7])=[CH:39][CH:40]=2)[N:35]=[CH:34][N:33]=1, predict the reactants needed to synthesize it.